Dataset: Peptide-MHC class II binding affinity with 134,281 pairs from IEDB. Task: Regression. Given a peptide amino acid sequence and an MHC pseudo amino acid sequence, predict their binding affinity value. This is MHC class II binding data. The peptide sequence is EFIPMKSSWGAIWRI. The MHC is HLA-DQA10501-DQB10201 with pseudo-sequence HLA-DQA10501-DQB10201. The binding affinity (normalized) is 0.192.